This data is from Catalyst prediction with 721,799 reactions and 888 catalyst types from USPTO. The task is: Predict which catalyst facilitates the given reaction. (1) Reactant: [F-].[Cs+].Br[C:4]1[N:12]([CH2:13][C:14]2[CH:19]=[CH:18][C:17]([C:20]([F:23])([F:22])[F:21])=[CH:16][CH:15]=2)[C:11]2[C:6](=[N:7][C:8]([C:31]#[N:32])=[N:9][C:10]=2[NH:24][C@@H:25]([CH:27]2[CH2:30][CH2:29][CH2:28]2)[CH3:26])[N:5]=1.[CH2:33]([CH:40]1[CH2:45][CH2:44][CH2:43][CH2:42][NH:41]1)[C:34]1[CH:39]=[CH:38][CH:37]=[CH:36][CH:35]=1. Product: [CH2:33]([CH:40]1[CH2:45][CH2:44][CH2:43][CH2:42][N:41]1[C:4]1[N:12]([CH2:13][C:14]2[CH:19]=[CH:18][C:17]([C:20]([F:21])([F:22])[F:23])=[CH:16][CH:15]=2)[C:11]2[C:6](=[N:7][C:8]([C:31]#[N:32])=[N:9][C:10]=2[NH:24][C@@H:25]([CH:27]2[CH2:28][CH2:29][CH2:30]2)[CH3:26])[N:5]=1)[C:34]1[CH:39]=[CH:38][CH:37]=[CH:36][CH:35]=1. The catalyst class is: 290. (2) Reactant: [F:1][C:2]1[C:3]([O:28][CH2:29][C:30]2[CH:35]=[CH:34][CH:33]=[CH:32][CH:31]=2)=[C:4]([C:8]2[N:13]([CH2:14][CH2:15][C:16]3[CH:21]=[CH:20][CH:19]=[CH:18][CH:17]=3)[C:12](=[O:22])[C:11]([Sn](C)(C)C)=[C:10]([CH3:27])[N:9]=2)[CH:5]=[CH:6][CH:7]=1.FC1C(O)=C(C2N(CCC3C=CC=CC=3)C(=O)C(C3SC4CCCCC=4N=3)=C(C)N=2)C=CC=1.Br[C:70]1[S:74][C:73]([C:75]2[CH:80]=[CH:79][CH:78]=[CH:77][CH:76]=2)=[N:72][CH:71]=1.[F-].[Cs+]. Product: [F:1][C:2]1[C:3]([O:28][CH2:29][C:30]2[CH:35]=[CH:34][CH:33]=[CH:32][CH:31]=2)=[C:4]([C:8]2[N:13]([CH2:14][CH2:15][C:16]3[CH:21]=[CH:20][CH:19]=[CH:18][CH:17]=3)[C:12](=[O:22])[C:11]([C:70]3[S:74][C:73]([C:75]4[CH:80]=[CH:79][CH:78]=[CH:77][CH:76]=4)=[N:72][CH:71]=3)=[C:10]([CH3:27])[N:9]=2)[CH:5]=[CH:6][CH:7]=1. The catalyst class is: 12.